From a dataset of Catalyst prediction with 721,799 reactions and 888 catalyst types from USPTO. Predict which catalyst facilitates the given reaction. (1) Reactant: [Cl:1][C:2]1[C:3]2[C:10]([I:11])=[CH:9][N:8]([CH2:12][O:13][CH2:14][CH2:15][Si:16]([CH3:19])([CH3:18])[CH3:17])[C:4]=2[N:5]=[CH:6][N:7]=1.[CH:20]([N-]C(C)C)(C)C.[Li+].IC.[Cl-].[NH4+]. Product: [Cl:1][C:2]1[C:3]2[C:10]([I:11])=[C:9]([CH3:20])[N:8]([CH2:12][O:13][CH2:14][CH2:15][Si:16]([CH3:19])([CH3:18])[CH3:17])[C:4]=2[N:5]=[CH:6][N:7]=1. The catalyst class is: 7. (2) Reactant: [CH3:1][O:2][C:3]1[CH:12]=[C:11]2[C:6]([CH:7]=[CH:8][C:9](=[O:13])[NH:10]2)=[CH:5][CH:4]=1.I[CH:15]1[CH2:18][N:17]([C:19]([O:21][C:22]([CH3:25])([CH3:24])[CH3:23])=[O:20])[CH2:16]1.C([O-])([O-])=O.[Cs+].[Cs+]. Product: [C:22]([O:21][C:19]([N:17]1[CH2:18][CH:15]([N:10]2[C:11]3[C:6](=[CH:5][CH:4]=[C:3]([O:2][CH3:1])[CH:12]=3)[CH:7]=[CH:8][C:9]2=[O:13])[CH2:16]1)=[O:20])([CH3:25])([CH3:23])[CH3:24]. The catalyst class is: 18. (3) Reactant: [N:1]1([CH2:6][C:7]#[C:8][C:9]2[N:14]=[CH:13][C:12]([C:15]([C:17]3[CH:22]=[CH:21][C:20]([O:23][CH:24]4[CH2:29][CH2:28][CH2:27][CH2:26][O:25]4)=[CH:19][CH:18]=3)=[O:16])=[CH:11][CH:10]=2)[CH2:5][CH2:4][CH2:3][CH2:2]1. Product: [N:1]1([CH2:6][CH2:7][CH2:8][C:9]2[N:14]=[CH:13][C:12]([C:15]([C:17]3[CH:18]=[CH:19][C:20]([O:23][CH:24]4[CH2:29][CH2:28][CH2:27][CH2:26][O:25]4)=[CH:21][CH:22]=3)=[O:16])=[CH:11][CH:10]=2)[CH2:2][CH2:3][CH2:4][CH2:5]1. The catalyst class is: 227.